Dataset: Peptide-MHC class I binding affinity with 185,985 pairs from IEDB/IMGT. Task: Regression. Given a peptide amino acid sequence and an MHC pseudo amino acid sequence, predict their binding affinity value. This is MHC class I binding data. (1) The peptide sequence is KRSLRPQPTE. The MHC is HLA-A30:01 with pseudo-sequence HLA-A30:01. The binding affinity (normalized) is 0.241. (2) The peptide sequence is VYWENEVSI. The MHC is HLA-B51:01 with pseudo-sequence HLA-B51:01. The binding affinity (normalized) is 0.0847. (3) The binding affinity (normalized) is 0.0847. The peptide sequence is GQFNRYAAM. The MHC is HLA-B08:02 with pseudo-sequence HLA-B08:02. (4) The binding affinity (normalized) is 0.127. The MHC is HLA-A24:02 with pseudo-sequence HLA-A24:02. The peptide sequence is FATCGIFAL. (5) The peptide sequence is NCLTLLLSV. The MHC is HLA-A02:01 with pseudo-sequence HLA-A02:01. The binding affinity (normalized) is 0.542.